From a dataset of Cav3 T-type calcium channel HTS with 100,875 compounds. Binary Classification. Given a drug SMILES string, predict its activity (active/inactive) in a high-throughput screening assay against a specified biological target. The drug is Brc1cc(c2oc3c(n2)cc(NC(=O)CCC)cc3)ccc1OC. The result is 0 (inactive).